Dataset: Full USPTO retrosynthesis dataset with 1.9M reactions from patents (1976-2016). Task: Predict the reactants needed to synthesize the given product. (1) Given the product [ClH:38].[NH2:8][C:9]1([C:12]2[NH:13][C:14]([C:22]3[CH:31]=[CH:30][CH:29]=[C:28]4[C:23]=3[N:24]=[C:25]([NH:33][C:34]([CH3:37])([CH3:36])[CH3:35])[C:26]([CH3:32])=[N:27]4)=[CH:15][C:16]=2[C:17]([OH:19])=[O:18])[CH2:11][CH2:10]1, predict the reactants needed to synthesize it. The reactants are: C(OC([NH:8][C:9]1([C:12]2[NH:13][C:14]([C:22]3[CH:31]=[CH:30][CH:29]=[C:28]4[C:23]=3[N:24]=[C:25]([NH:33][C:34]([CH3:37])([CH3:36])[CH3:35])[C:26]([CH3:32])=[N:27]4)=[CH:15][C:16]=2[C:17]([O:19]CC)=[O:18])[CH2:11][CH2:10]1)=O)(C)(C)C.[ClH:38]. (2) Given the product [Br:8][C:6]1[CH:7]=[C:2]([N:61]2[CH2:62][CH2:63][N:58]([CH3:57])[CH2:59][CH2:60]2)[CH:3]=[N:4][CH:5]=1, predict the reactants needed to synthesize it. The reactants are: Br[C:2]1[CH:3]=[N:4][CH:5]=[C:6]([Br:8])[CH:7]=1.C1(P(C2C=CC=CC=2)C2C3OC4C(=CC=CC=4P(C4C=CC=CC=4)C4C=CC=CC=4)C(C)(C)C=3C=CC=2)C=CC=CC=1.C(=O)([O-])[O-].[Cs+].[Cs+].[CH3:57][N:58]1[CH2:63][CH2:62][NH:61][CH2:60][CH2:59]1. (3) Given the product [C:21]([O:20][C:19](=[O:25])[NH:18][C:14]1[CH:15]=[CH:16][CH:17]=[C:12]([O:11][C:9]2[C:10]3[C:2]([C:2]4[CH:3]=[N:4][CH:5]=[CH:44][CH:45]=4)=[CH:3][N:4]([CH2:26][O:27][CH2:28][CH2:29][Si:30]([CH3:33])([CH3:32])[CH3:31])[C:5]=3[N:6]=[CH:7][N:8]=2)[CH:13]=1)([CH3:24])([CH3:23])[CH3:22], predict the reactants needed to synthesize it. The reactants are: I[C:2]1[C:10]2[C:9]([O:11][C:12]3[CH:13]=[C:14]([NH:18][C:19](=[O:25])[O:20][C:21]([CH3:24])([CH3:23])[CH3:22])[CH:15]=[CH:16][CH:17]=3)=[N:8][CH:7]=[N:6][C:5]=2[N:4]([CH2:26][O:27][CH2:28][CH2:29][Si:30]([CH3:33])([CH3:32])[CH3:31])[CH:3]=1.C([O-])([O-])=O.[Na+].[Na+].O1[CH2:45][CH2:44]OCC1. (4) Given the product [CH3:13][O:12][C:6]1[CH:7]=[C:8]([CH:11]=[C:4]([N+:1]([O-:3])=[O:2])[C:5]=1[O:14][CH3:15])[CH:9]=[O:10], predict the reactants needed to synthesize it. The reactants are: [N+:1]([C:4]1[C:5]([OH:14])=[C:6]([O:12][CH3:13])[CH:7]=[C:8]([CH:11]=1)[CH:9]=[O:10])([O-:3])=[O:2].[C:15](=O)([O-])[O-].[Cs+].[Cs+].IC. (5) Given the product [CH3:17][C:18]1[CH:22]=[C:21]([C:23]([N:25]2[CH2:26][CH2:27][N:28]([CH3:31])[CH2:29][CH2:30]2)=[O:24])[NH:20][C:19]=1[CH:32]=[C:9]1[C:8]2[C:12](=[CH:13][CH:14]=[CH:15][C:7]=2[C:4]2[CH:5]=[CH:6][N:1]=[CH:2][CH:3]=2)[NH:11][C:10]1=[O:16], predict the reactants needed to synthesize it. The reactants are: [N:1]1[CH:6]=[CH:5][C:4]([C:7]2[CH:15]=[CH:14][CH:13]=[C:12]3[C:8]=2[CH2:9][C:10](=[O:16])[NH:11]3)=[CH:3][CH:2]=1.[CH3:17][C:18]1[CH:22]=[C:21]([C:23]([N:25]2[CH2:30][CH2:29][N:28]([CH3:31])[CH2:27][CH2:26]2)=[O:24])[NH:20][C:19]=1[CH:32]=O. (6) Given the product [Cl:6][C:7]1[CH:8]=[CH:9][C:10]2[N:11]([C:13]([CH2:23][C:24]([O:26][CH3:27])=[O:25])=[C:14]([C:16]3[CH:17]=[CH:18][C:19]([OH:22])=[CH:20][CH:21]=3)[N:15]=2)[CH:12]=1, predict the reactants needed to synthesize it. The reactants are: S(=O)(=O)(O)O.[Cl:6][C:7]1[CH:8]=[CH:9][C:10]2[N:11]([C:13]([CH2:23][C:24]([OH:26])=[O:25])=[C:14]([C:16]3[CH:21]=[CH:20][C:19]([OH:22])=[CH:18][CH:17]=3)[N:15]=2)[CH:12]=1.[CH:27](OC)(OC)OC.C(=O)(O)[O-].[Na+]. (7) The reactants are: [Br:1][C:2]1[CH:3]=[C:4]([CH:7]=[CH:8][C:9]=1[O:10][CH2:11][CH2:12][CH3:13])[CH:5]=[O:6].ClC1C=C(C=CC=1OCC)C=[O:19]. Given the product [Br:1][C:2]1[CH:3]=[C:4]([CH:7]=[CH:8][C:9]=1[O:10][CH2:11][CH2:12][CH3:13])[C:5]([OH:19])=[O:6], predict the reactants needed to synthesize it.